This data is from Reaction yield outcomes from USPTO patents with 853,638 reactions. The task is: Predict the reaction yield, written as a fraction of the theoretical maximum amount of product (1.0 means a 100% yield; for example, 0.34 means a 34% yield). The reactants are [F:1][C:2]1[CH:3]=[C:4]2[C:8](=[CH:9][CH:10]=1)[NH:7][CH:6]=[C:5]2[CH2:11][CH2:12][C:13](=[O:15])[CH3:14].[CH3:16][Mg+].[Br-].[NH4+].[Cl-]. The catalyst is C1COCC1. The product is [F:1][C:2]1[CH:3]=[C:4]2[C:8](=[CH:9][CH:10]=1)[NH:7][CH:6]=[C:5]2[CH2:11][CH2:12][C:13]([CH3:16])([OH:15])[CH3:14]. The yield is 0.260.